Dataset: Catalyst prediction with 721,799 reactions and 888 catalyst types from USPTO. Task: Predict which catalyst facilitates the given reaction. (1) Reactant: [N:1]1([NH2:10])[C:5]2[CH:6]=[CH:7][CH:8]=[CH:9][C:4]=2[N:3]=[CH:2]1.Br[C:12]1[CH:17]=[C:16]([CH3:18])[CH:15]=[CH:14][C:13]=1[CH3:19].C(=O)([O-])[O-].[Cs+].[Cs+].C1(P(C2CCCCC2)C2C=CC=CC=2C2C(C(C)C)=CC(C(C)C)=CC=2C(C)C)CCCCC1. Product: [N:1]1([NH:10][C:12]2[CH:17]=[C:16]([CH3:18])[CH:15]=[CH:14][C:13]=2[CH3:19])[C:5]2[CH:6]=[CH:7][CH:8]=[CH:9][C:4]=2[N:3]=[CH:2]1. The catalyst class is: 533. (2) Reactant: [CH3:1][O:2][C:3]([C:5]1[S:6][C:7]([C:24]2[CH:29]=[CH:28][CH:27]=[CH:26][CH:25]=2)=[CH:8][C:9]=1[NH:10][CH:11]([CH:18]1[CH2:23][CH2:22][CH2:21][CH2:20][CH2:19]1)[CH2:12][C:13]([O:15]CC)=[O:14])=[O:4].O[Li].O. Product: [CH3:1][O:2][C:3]([C:5]1[S:6][C:7]([C:24]2[CH:29]=[CH:28][CH:27]=[CH:26][CH:25]=2)=[CH:8][C:9]=1[NH:10][CH:11]([CH:18]1[CH2:23][CH2:22][CH2:21][CH2:20][CH2:19]1)[CH2:12][C:13]([OH:15])=[O:14])=[O:4]. The catalyst class is: 636.